Dataset: Reaction yield outcomes from USPTO patents with 853,638 reactions. Task: Predict the reaction yield, written as a fraction of the theoretical maximum amount of product (1.0 means a 100% yield; for example, 0.34 means a 34% yield). (1) The reactants are C(OC(=O)[NH:7]/[C:8](/[NH:17][C:18]1[C:19]([CH3:33])=[N:20][CH:21]=[C:22]([CH:24]2[CH2:29][CH2:28][N:27]([CH3:30])[CH2:26][C:25]2([CH3:32])[CH3:31])[CH:23]=1)=[N:9]\C(=O)OC(C)(C)C)(C)(C)C.Cl. The catalyst is C(Cl)Cl. The product is [CH3:33][C:19]1[C:18]([NH:17][C:8]([NH2:9])=[NH:7])=[CH:23][C:22]([CH:24]2[CH2:29][CH2:28][N:27]([CH3:30])[CH2:26][C:25]2([CH3:32])[CH3:31])=[CH:21][N:20]=1. The yield is 1.10. (2) The yield is 0.550. The product is [F:18][C:7]1[CH:8]=[C:9]([CH:12]([CH3:17])[C:13]([O:15][CH3:16])=[O:14])[CH:10]=[CH:11][C:6]=1[I:21]. The catalyst is O. The reactants are N([O-])=O.[Na+].N[C:6]1[CH:11]=[CH:10][C:9]([CH:12]([CH3:17])[C:13]([O:15][CH3:16])=[O:14])=[CH:8][C:7]=1[F:18].Cl.[Na+].[I-:21]. (3) The reactants are [CH3:1][O:2][C:3]1[CH:8]=[CH:7][CH:6]=[CH:5][C:4]=1[CH:9]([C:11]1[CH:16]=[CH:15][CH:14]=[CH:13][C:12]=1[O:17][CH3:18])[OH:10]. The catalyst is C(Cl)Cl.O=[Mn]=O. The product is [CH3:18][O:17][C:12]1[CH:13]=[CH:14][CH:15]=[CH:16][C:11]=1[C:9]([C:4]1[CH:5]=[CH:6][CH:7]=[CH:8][C:3]=1[O:2][CH3:1])=[O:10]. The yield is 0.790. (4) The yield is 0.680. The reactants are C([O:3][C:4]([C:6]1[C:15]2[C:10](=[CH:11][CH:12]=[CH:13][CH:14]=2)[C:9]([N:16]2[CH2:20][CH2:19][CH2:18][CH2:17]2)=[CH:8][CH:7]=1)=[O:5])C.[Li+].[OH-].O.C1COCC1. The product is [N:16]1([C:9]2[C:10]3[C:15](=[CH:14][CH:13]=[CH:12][CH:11]=3)[C:6]([C:4]([OH:5])=[O:3])=[CH:7][CH:8]=2)[CH2:20][CH2:19][CH2:18][CH2:17]1. The catalyst is C(OCC)(=O)C. (5) The reactants are Cl[C:2]1[CH:7]=[C:6]([Cl:8])[N:5]=[CH:4][N:3]=1.[CH3:9][C:10]1[N:11]=[CH:12][NH:13][CH:14]=1.C(=O)([O-])[O-].[Cs+].[Cs+].O. The catalyst is CN(C=O)C. The yield is 0.370. The product is [Cl:8][C:6]1[CH:7]=[C:2]([N:13]2[CH:14]=[C:10]([CH3:9])[N:11]=[CH:12]2)[N:3]=[CH:4][N:5]=1. (6) The reactants are Cl.C(N=C=NCCCN(C)C)C.[F:13][C:14]([F:41])([F:40])[C:15]1[N:16]=[CH:17][N:18]([C:20]2[CH:39]=[CH:38][C:23]([O:24][CH:25]([C:29]3[CH:37]=[CH:36][C:32]([C:33]([OH:35])=O)=[CH:31][CH:30]=3)[CH2:26][CH2:27][CH3:28])=[CH:22][CH:21]=2)[CH:19]=1.Cl.[NH2:43][CH2:44][CH2:45][C:46]([O:48][CH3:49])=[O:47].ON1C2N=CC=CC=2N=N1.C(N(CC)CC)C. The catalyst is ClCCl. The product is [F:40][C:14]([F:13])([F:41])[C:15]1[N:16]=[CH:17][N:18]([C:20]2[CH:39]=[CH:38][C:23]([O:24][CH:25]([C:29]3[CH:37]=[CH:36][C:32]([C:33]([NH:43][CH2:44][CH2:45][C:46]([O:48][CH3:49])=[O:47])=[O:35])=[CH:31][CH:30]=3)[CH2:26][CH2:27][CH3:28])=[CH:22][CH:21]=2)[CH:19]=1. The yield is 0.900. (7) The reactants are FC1C=C(S(C)(=O)=O)C=CC=1OC1N=CN=C2N(C3CCC(C4ON=C(C(C)C)N=4)CC3)N=CC=12.[CH:36]([O:39][C:40]([N:42]1[CH2:47][CH2:46][CH:45]([N:48]2[C:52]3=[N:53][CH:54]=[N:55][C:56](Cl)=[C:51]3[CH:50]=[N:49]2)[CH2:44][CH2:43]1)=[O:41])([CH3:38])[CH3:37].[F:58][C:59]1[CH:60]=[C:61]([OH:69])[CH:62]=[CH:63][C:64]=1[S:65]([CH3:68])(=[O:67])=[O:66]. The catalyst is CN(C)C=O. The product is [CH:36]([O:39][C:40]([N:42]1[CH2:47][CH2:46][CH:45]([N:48]2[C:52]3=[N:53][CH:54]=[N:55][C:56]([O:69][C:61]4[CH:62]=[CH:63][C:64]([S:65]([CH3:68])(=[O:67])=[O:66])=[C:59]([F:58])[CH:60]=4)=[C:51]3[CH:50]=[N:49]2)[CH2:44][CH2:43]1)=[O:41])([CH3:38])[CH3:37]. The yield is 0.400. (8) The reactants are [OH:1][N:2]=[C:3]([C:5]1[C:9]([NH:10][CH2:11][CH2:12][CH2:13][NH:14][S:15]([CH3:18])(=[O:17])=[O:16])=[N:8][O:7][N:6]=1)[NH2:4].[Br:19][C:20]1[CH:21]=[C:22]([CH:24]=[CH:25][C:26]=1[F:27])N. No catalyst specified. The product is [Br:19][C:20]1[CH:21]=[C:22]([NH:4][C:3]([C:5]2[C:9]([NH:10][CH2:11][CH2:12][CH2:13][NH:14][S:15]([CH3:18])(=[O:17])=[O:16])=[N:8][O:7][N:6]=2)=[N:2][OH:1])[CH:24]=[CH:25][C:26]=1[F:27]. The yield is 0.120. (9) The reactants are [S:1]1[CH:5]=[CH:4][CH:3]=[C:2]1[C:6](Cl)=[O:7].[C:9]([O:13][C:14]([N:16]1[CH2:21][CH2:20][NH:19][CH2:18][CH2:17]1)=[O:15])([CH3:12])([CH3:11])[CH3:10]. The catalyst is CN(C1C=CN=CC=1)C.N1C=CC=CC=1. The product is [C:9]([O:13][C:14]([N:16]1[CH2:21][CH2:20][N:19]([C:6]([C:2]2[S:1][CH:5]=[CH:4][CH:3]=2)=[O:7])[CH2:18][CH2:17]1)=[O:15])([CH3:12])([CH3:10])[CH3:11]. The yield is 0.880. (10) The reactants are Cl.[CH2:2]([O:4][C:5](=[O:16])[C:6]([CH3:15])([S:8][CH:9]1[CH2:14][CH2:13][NH:12][CH2:11][CH2:10]1)[CH3:7])[CH3:3].C(N(CC)C(C)C)(C)C.[CH3:26][S:27](Cl)(=[O:29])=[O:28]. The catalyst is C1COCC1. The product is [CH2:2]([O:4][C:5](=[O:16])[C:6]([S:8][CH:9]1[CH2:10][CH2:11][N:12]([S:27]([CH3:26])(=[O:29])=[O:28])[CH2:13][CH2:14]1)([CH3:15])[CH3:7])[CH3:3]. The yield is 0.420.